Dataset: Forward reaction prediction with 1.9M reactions from USPTO patents (1976-2016). Task: Predict the product of the given reaction. (1) Given the reactants [OH:1][CH2:2][C:3]([CH2:7][OH:8])([CH2:5][OH:6])[NH2:4].C([O:12][C@@H:13]1[C@@H:18]([O:19]C(=O)C)[C@H:17]([O:23]C(=O)C)[C@@H:16]([CH2:27][O:28]C(=O)C)[O:15][C@H:14]1[O:32][C:33]1[C:37]([CH2:38][C:39]2[CH:44]=[CH:43][C:42](/[CH:45]=[CH:46]/[C:47](O)=[O:48])=[CH:41][CH:40]=2)=[C:36]([CH:50]([CH3:52])[CH3:51])[NH:35][N:34]=1)(=O)C.C(O[C@@H]1[C@@H](OC(=O)C)[C@H](OC(=O)C)[C@@H](COC(=O)C)O[C@H]1OC1C(CC2C=CC(/C=C/CC(O)=O)=CC=2)=C(C(C)C)NN=1)(=O)C, predict the reaction product. The product is: [C@@H:14]1([O:32][C:33]2[C:37]([CH2:38][C:39]3[CH:44]=[CH:43][C:42](/[CH:45]=[CH:46]/[C:47](=[O:48])[NH:4][C:3]([CH2:7][OH:8])([CH2:5][OH:6])[CH2:2][OH:1])=[CH:41][CH:40]=3)=[C:36]([CH:50]([CH3:52])[CH3:51])[NH:35][N:34]=2)[O:15][C@H:16]([CH2:27][OH:28])[C@@H:17]([OH:23])[C@H:18]([OH:19])[C@H:13]1[OH:12]. (2) Given the reactants [CH:1]1([C:7]([CH3:12])([CH3:11])[C:8]([OH:10])=O)[CH2:6][CH2:5][CH2:4][CH2:3][CH2:2]1.C(Cl)(=O)C(Cl)=O.Cl.[NH2:20][CH2:21][C:22]([C:24]1[CH:28]=[CH:27][S:26][CH:25]=1)=[O:23].C(N(CC)CC)C, predict the reaction product. The product is: [CH:1]1([C:7]([CH3:12])([CH3:11])[C:8]([NH:20][CH2:21][C:22](=[O:23])[C:24]2[CH:28]=[CH:27][S:26][CH:25]=2)=[O:10])[CH2:2][CH2:3][CH2:4][CH2:5][CH2:6]1. (3) Given the reactants [Br:1][C:2]1[CH:7]=[CH:6][C:5]([C:8]2[CH:13]=[CH:12][CH:11]=[CH:10][CH:9]=2)=[CH:4][CH:3]=1.Cl[S:15]([OH:18])(=[O:17])=[O:16], predict the reaction product. The product is: [Br:1][C:2]1[CH:3]=[CH:4][C:5]([C:8]2[C:13]([S:15]([OH:18])(=[O:17])=[O:16])=[CH:12][CH:11]=[CH:10][CH:9]=2)=[CH:6][CH:7]=1. (4) Given the reactants Cl.[Cl:2][C:3]1[CH:8]=[CH:7][C:6]([C@H:9]2[CH2:14][CH2:13][NH:12][CH2:11][C@H:10]2[CH3:15])=[C:5]([F:16])[CH:4]=1.C(N(CC)CC)C.[O-]S([O-])(=O)=O.[Mg+2].O.Cl.[CH3:32][N:33]1[C:41]2[C:36](=[N:37][CH:38]=[CH:39][CH:40]=2)[N:35]=[C:34]1[CH:42]=O.[BH-](OC(C)=O)(OC(C)=O)OC(C)=O.[Na+], predict the reaction product. The product is: [Cl:2][C:3]1[CH:8]=[CH:7][C:6]([C@H:9]2[CH2:14][CH2:13][N:12]([CH2:42][C:34]3[N:33]([CH3:32])[C:41]4[C:36]([N:35]=3)=[N:37][CH:38]=[CH:39][CH:40]=4)[CH2:11][C@H:10]2[CH3:15])=[C:5]([F:16])[CH:4]=1. (5) Given the reactants [C:1]([NH:5][C:6]1[CH:11]=[CH:10][C:9]([CH2:12][NH:13]C(=O)OC(C)(C)C)=[CH:8][CH:7]=1)(=[O:4])[CH:2]=[CH2:3].Cl.CC(=O)OCC, predict the reaction product. The product is: [NH2:13][CH2:12][C:9]1[CH:8]=[CH:7][C:6]([NH:5][C:1](=[O:4])[CH:2]=[CH2:3])=[CH:11][CH:10]=1. (6) Given the reactants [C:1]([O:5][C:6]([N:8]1[CH2:12][CH2:11][CH2:10][CH:9]1[C:13]1[NH:14][CH:15]=[C:16]([Br:18])[N:17]=1)=[O:7])([CH3:4])([CH3:3])[CH3:2].[CH3:19][C:20]([O:23][C:24](O[C:24]([O:23][C:20]([CH3:22])([CH3:21])[CH3:19])=[O:25])=[O:25])([CH3:22])[CH3:21].C(N(CC)CC)C.O, predict the reaction product. The product is: [C:20]([O:23][C:24]([N:17]1[C:16]([Br:18])=[CH:15][N:14]=[C:13]1[C@@H:9]1[CH2:10][CH2:11][CH2:12][N:8]1[C:6]([O:5][C:1]([CH3:4])([CH3:2])[CH3:3])=[O:7])=[O:25])([CH3:22])([CH3:21])[CH3:19]. (7) Given the reactants O[CH2:2][CH2:3][N:4]([CH2:12]CO)[CH2:5][C:6]1[CH:11]=[CH:10][CH:9]=[CH:8][CH:7]=1.S(Cl)([Cl:17])=O.O.C(=O)([O-])O.[Na+].Cl[CH2:26][Cl:27], predict the reaction product. The product is: [Cl:17][CH2:2][CH2:3][N:4]([CH2:12][CH2:26][Cl:27])[CH2:5][C:6]1[CH:11]=[CH:10][CH:9]=[CH:8][CH:7]=1. (8) Given the reactants Cl[C:2]1[CH:7]=[CH:6][C:5]([C:8]#[C:9][C:10]2[CH:11]=[N:12][CH:13]=[C:14]([N+:16]([O-])=O)[CH:15]=2)=[CH:4][CH:3]=1.[H][H], predict the reaction product. The product is: [C:5]1([CH2:8][CH2:9][C:10]2[CH:15]=[C:14]([NH2:16])[CH:13]=[N:12][CH:11]=2)[CH:4]=[CH:3][CH:2]=[CH:7][CH:6]=1. (9) The product is: [C:1]([O:5][C:6](=[O:36])[NH:7][C@H:8]([CH2:24][NH2:25])[CH2:9][CH2:10][CH2:11][CH2:12][NH:13][C:14]([O:16][CH2:17][C:18]1[CH:19]=[CH:20][CH:21]=[CH:22][CH:23]=1)=[O:15])([CH3:4])([CH3:2])[CH3:3]. Given the reactants [C:1]([O:5][C:6](=[O:36])[NH:7][C@H:8]([CH2:24][N:25]1C(=O)C2C(=CC=CC=2)C1=O)[CH2:9][CH2:10][CH2:11][CH2:12][NH:13][C:14]([O:16][CH2:17][C:18]1[CH:23]=[CH:22][CH:21]=[CH:20][CH:19]=1)=[O:15])([CH3:4])([CH3:3])[CH3:2].O.NN, predict the reaction product. (10) Given the reactants N1CCCCC1.C(NC(N1C2C(=CC(OC3C=CN=C(NC(=O)OC4C=CC=CC=4)C=3)=CC=2)C=C1)=O)C.[CH2:38]([NH:40][C:41]([N:43]1[C:51]2[C:46](=[CH:47][C:48]([O:52][C:53]3[CH:58]=[CH:57][N:56]=[C:55]([NH:59][C:60]([N:62]4[CH2:67][CH2:66][CH:65](N5CCCC5)[CH2:64][CH2:63]4)=[O:61])[CH:54]=3)=[CH:49][CH:50]=2)[CH:45]=[CH:44]1)=[O:42])[CH3:39], predict the reaction product. The product is: [CH2:38]([NH:40][C:41]([N:43]1[C:51]2[C:46](=[CH:47][C:48]([O:52][C:53]3[CH:58]=[CH:57][N:56]=[C:55]([NH:59][C:60]([N:62]4[CH2:67][CH2:66][CH2:65][CH2:64][CH2:63]4)=[O:61])[CH:54]=3)=[CH:49][CH:50]=2)[CH:45]=[CH:44]1)=[O:42])[CH3:39].